The task is: Regression. Given two drug SMILES strings and cell line genomic features, predict the synergy score measuring deviation from expected non-interaction effect.. This data is from NCI-60 drug combinations with 297,098 pairs across 59 cell lines. (1) Drug 1: C1=NC2=C(N=C(N=C2N1C3C(C(C(O3)CO)O)F)Cl)N. Drug 2: C1CCC(C(C1)N)N.C(=O)(C(=O)[O-])[O-].[Pt+4]. Cell line: MOLT-4. Synergy scores: CSS=77.4, Synergy_ZIP=0.152, Synergy_Bliss=-0.430, Synergy_Loewe=-1.24, Synergy_HSA=-0.00494. (2) Drug 1: CN(C)N=NC1=C(NC=N1)C(=O)N. Drug 2: C1C(C(OC1N2C=NC3=C(N=C(N=C32)Cl)N)CO)O. Cell line: SW-620. Synergy scores: CSS=12.1, Synergy_ZIP=-2.64, Synergy_Bliss=-0.202, Synergy_Loewe=-27.6, Synergy_HSA=-5.18. (3) Drug 1: CCC1(CC2CC(C3=C(CCN(C2)C1)C4=CC=CC=C4N3)(C5=C(C=C6C(=C5)C78CCN9C7C(C=CC9)(C(C(C8N6C)(C(=O)OC)O)OC(=O)C)CC)OC)C(=O)OC)O. Drug 2: C1CC(CCC1OC2=C(C(=CC=C2)Cl)F)(CC3=NC(=CC=C3)NC4=NC=CS4)C(=O)O. Cell line: UACC62. Synergy scores: CSS=52.8, Synergy_ZIP=0.576, Synergy_Bliss=2.22, Synergy_Loewe=1.04, Synergy_HSA=5.05. (4) Drug 1: CC1=CC2C(CCC3(C2CCC3(C(=O)C)OC(=O)C)C)C4(C1=CC(=O)CC4)C. Drug 2: C1CN(P(=O)(OC1)NCCCl)CCCl. Cell line: PC-3. Synergy scores: CSS=-6.05, Synergy_ZIP=1.22, Synergy_Bliss=-3.30, Synergy_Loewe=-6.08, Synergy_HSA=-6.54. (5) Drug 1: CC1C(C(CC(O1)OC2CC(OC(C2O)C)OC3=CC4=CC5=C(C(=O)C(C(C5)C(C(=O)C(C(C)O)O)OC)OC6CC(C(C(O6)C)O)OC7CC(C(C(O7)C)O)OC8CC(C(C(O8)C)O)(C)O)C(=C4C(=C3C)O)O)O)O. Drug 2: C#CCC(CC1=CN=C2C(=N1)C(=NC(=N2)N)N)C3=CC=C(C=C3)C(=O)NC(CCC(=O)O)C(=O)O. Cell line: SK-OV-3. Synergy scores: CSS=35.3, Synergy_ZIP=0.948, Synergy_Bliss=-1.35, Synergy_Loewe=-1.99, Synergy_HSA=-2.21. (6) Drug 2: C(=O)(N)NO. Cell line: 786-0. Drug 1: COC1=C(C=C2C(=C1)N=CN=C2NC3=CC(=C(C=C3)F)Cl)OCCCN4CCOCC4. Synergy scores: CSS=13.4, Synergy_ZIP=-4.47, Synergy_Bliss=-3.48, Synergy_Loewe=-14.3, Synergy_HSA=-2.96. (7) Drug 1: CC12CCC3C(C1CCC2=O)CC(=C)C4=CC(=O)C=CC34C. Synergy scores: CSS=24.5, Synergy_ZIP=2.81, Synergy_Bliss=4.39, Synergy_Loewe=-18.3, Synergy_HSA=1.67. Drug 2: CN(C(=O)NC(C=O)C(C(C(CO)O)O)O)N=O. Cell line: OVCAR3. (8) Drug 1: C1C(C(OC1N2C=C(C(=O)NC2=O)F)CO)O. Drug 2: C1CC(C1)(C(=O)O)C(=O)O.[NH2-].[NH2-].[Pt+2]. Cell line: SW-620. Synergy scores: CSS=19.1, Synergy_ZIP=-0.234, Synergy_Bliss=-0.587, Synergy_Loewe=-4.20, Synergy_HSA=-0.830.